Task: Regression/Classification. Given a drug SMILES string, predict its toxicity properties. Task type varies by dataset: regression for continuous values (e.g., LD50, hERG inhibition percentage) or binary classification for toxic/non-toxic outcomes (e.g., AMES mutagenicity, cardiotoxicity, hepatotoxicity). Dataset: ames.. Dataset: Ames mutagenicity test results for genotoxicity prediction (1) The molecule is c1ccc2c(c1)Cc1ccc3ccc4ccccc4c3c1-2. The result is 0 (non-mutagenic). (2) The compound is O=C1CCc2c3c(c4c(ccc5ccccc54)c21)CCC3. The result is 0 (non-mutagenic). (3) The drug is CCCCC(CC)COC(=O)c1ccccc1C(=O)O. The result is 0 (non-mutagenic). (4) The drug is Cc1cc2nc3ccc(N(C)C)cc3[s+]c2cc1N. The result is 1 (mutagenic). (5) The compound is O=[N+]([O-])c1ccc(-c2ccc([N+](=O)[O-])cc2[N+](=O)[O-])cc1. The result is 1 (mutagenic). (6) The molecule is CC(=O)c1ccc2ccccc2c1. The result is 0 (non-mutagenic). (7) The molecule is Cc1cc(O)c2c(=O)c3c(O)cc(O)c4c5c(O)cc(O)c6c(=O)c7c(O)cc(C)c8c1c2c(c34)c(c78)c65. The result is 0 (non-mutagenic). (8) The compound is N#Cc1ccc([N+](=O)[O-])cc1. The result is 0 (non-mutagenic). (9) The molecule is CC(C)Nc1ccc(Nc2ccccc2)cc1. The result is 0 (non-mutagenic). (10) The compound is CNC(=O)N(c1ccccc1)c1ccccc1. The result is 0 (non-mutagenic).